This data is from Catalyst prediction with 721,799 reactions and 888 catalyst types from USPTO. The task is: Predict which catalyst facilitates the given reaction. (1) Reactant: [CH:1]1([C:5]([OH:7])=O)[CH2:4][CH2:3][CH2:2]1.[NH2:8][C:9]1[CH:14]=[C:13]([Cl:15])[CH:12]=[CH:11][N:10]=1.C(P1(=O)OP(CCC)(=O)OP(CCC)(=O)O1)CC. Product: [Cl:15][C:13]1[CH:12]=[CH:11][N:10]=[C:9]([NH:8][C:5]([CH:1]2[CH2:2][CH2:3][CH2:4]2)=[O:7])[CH:14]=1. The catalyst class is: 1. (2) Reactant: [CH3:1][C:2]1[CH:21]=[CH:20][CH:19]=[C:18]([CH3:22])[C:3]=1[CH2:4][O:5][C:6]1[CH:7]=[C:8]([CH:12]=[CH:13][C:14]=1[N+:15]([O-])=O)[C:9]([OH:11])=[O:10]. Product: [NH2:15][C:14]1[CH:13]=[CH:12][C:8]([C:9]([OH:11])=[O:10])=[CH:7][C:6]=1[O:5][CH2:4][C:3]1[C:18]([CH3:22])=[CH:19][CH:20]=[CH:21][C:2]=1[CH3:1]. The catalyst class is: 8. (3) Reactant: [Br:1][C:2]1[CH:3]=[C:4]([C@:9]2([CH3:27])[CH2:14][S:13](=[O:16])(=[O:15])[C:12]([CH3:18])([CH3:17])[C:11]([NH:19][C:20](=[O:26])[O:21][C:22]([CH3:25])([CH3:24])[CH3:23])=[N:10]2)[C:5]([F:8])=[N:6][CH:7]=1.C[Si]([N-][Si](C)(C)C)(C)C.[K+].[CH2:38](Br)[CH:39]=[CH2:40]. Product: [CH2:40]([C@H:14]1[S:13](=[O:15])(=[O:16])[C:12]([CH3:18])([CH3:17])[C:11]([NH:19][C:20](=[O:26])[O:21][C:22]([CH3:25])([CH3:24])[CH3:23])=[N:10][C@@:9]1([C:4]1[C:5]([F:8])=[N:6][CH:7]=[C:2]([Br:1])[CH:3]=1)[CH3:27])[CH:39]=[CH2:38]. The catalyst class is: 1. (4) Reactant: [CH:1](=O)[CH3:2].C(O)(=O)C.C(O[BH-](OC(=O)C)OC(=O)C)(=O)C.[Na+].[OH:22][C:23]1[CH:50]=[CH:49][C:48]([CH:51]2[CH2:56][CH2:55][NH:54][CH2:53][CH2:52]2)=[CH:47][C:24]=1[C:25]([NH:27][C:28]1[CH:40]=[C:39]([C:41]2[CH:46]=[CH:45][CH:44]=[CH:43][CH:42]=2)[CH:38]=[CH:37][C:29]=1[C:30]([O:32][C:33]([CH3:36])([CH3:35])[CH3:34])=[O:31])=[O:26]. Product: [CH2:1]([N:54]1[CH2:53][CH2:52][CH:51]([C:48]2[CH:49]=[CH:50][C:23]([OH:22])=[C:24]([CH:47]=2)[C:25]([NH:27][C:28]2[CH:40]=[C:39]([C:41]3[CH:46]=[CH:45][CH:44]=[CH:43][CH:42]=3)[CH:38]=[CH:37][C:29]=2[C:30]([O:32][C:33]([CH3:36])([CH3:35])[CH3:34])=[O:31])=[O:26])[CH2:56][CH2:55]1)[CH3:2]. The catalyst class is: 2.